Dataset: Full USPTO retrosynthesis dataset with 1.9M reactions from patents (1976-2016). Task: Predict the reactants needed to synthesize the given product. (1) Given the product [CH3:8][O:9][C:10]([C:12]1[CH:21]=[C:20]2[C:15]([CH:16]=[CH:17][CH:18]=[N:19]2)=[CH:14][N:13]=1)=[O:11], predict the reactants needed to synthesize it. The reactants are: C(N(CC)CC)C.[CH3:8][O:9][C:10]([C:12]1[C:21](O)=[C:20]2[C:15]([CH:16]=[CH:17][CH:18]=[N:19]2)=[C:14](Br)[N:13]=1)=[O:11].C1(C)C=CC(S(Cl)(=O)=O)=CC=1. (2) Given the product [CH2:46]([CH:48]([CH2:54][CH3:55])[C:49]([O:51][CH2:52][O:6][C:5](=[O:7])[C:4]1[CH:8]=[CH:9][CH:10]=[C:11]([CH2:12][CH:13]([NH:27][C:28](=[O:45])[CH2:29][CH2:30][C:31]2([CH3:44])[O:39][CH:38]3[C:33]([CH3:43])([CH:34]4[CH2:40][CH:36]([CH2:37]3)[C:35]4([CH3:42])[CH3:41])[O:32]2)[B:14]2[O:22][CH:21]3[C:16]([CH3:26])([CH:17]4[CH2:23][CH:19]([CH2:20]3)[C:18]4([CH3:25])[CH3:24])[O:15]2)[C:3]=1[O:2][CH3:1])=[O:50])[CH3:47], predict the reactants needed to synthesize it. The reactants are: [CH3:1][O:2][C:3]1[C:11]([CH2:12][CH:13]([NH:27][C:28](=[O:45])[CH2:29][CH2:30][C:31]2([CH3:44])[O:39][CH:38]3[C:33]([CH3:43])([CH:34]4[CH2:40][CH:36]([CH2:37]3)[C:35]4([CH3:42])[CH3:41])[O:32]2)[B:14]2[O:22][CH:21]3[C:16]([CH3:26])([CH:17]4[CH2:23][CH:19]([CH2:20]3)[C:18]4([CH3:25])[CH3:24])[O:15]2)=[CH:10][CH:9]=[CH:8][C:4]=1[C:5]([OH:7])=[O:6].[CH2:46]([CH:48]([CH2:54][CH3:55])[C:49]([O:51][CH2:52]Cl)=[O:50])[CH3:47]. (3) The reactants are: C1C=CC2N(O)N=NC=2C=1.C(Cl)CCl.[Cl:15][C:16]1[CH:21]=[CH:20][C:19]([C:22]2[N:23]=[C:24]([C:27]([OH:29])=O)[S:25][CH:26]=2)=[CH:18][CH:17]=1.Cl.[CH3:31][NH:32][O:33][CH3:34].C(N(CC)CC)C. Given the product [Cl:15][C:16]1[CH:21]=[CH:20][C:19]([C:22]2[N:23]=[C:24]([C:27]([N:32]([O:33][CH3:34])[CH3:31])=[O:29])[S:25][CH:26]=2)=[CH:18][CH:17]=1, predict the reactants needed to synthesize it. (4) Given the product [Br:1][C:2]1[CH:3]=[C:4]([CH2:8][N:9]([CH:10]2[CH2:11][CH2:12][N:13]([C:16]([O:18][C:19]([CH3:22])([CH3:21])[CH3:20])=[O:17])[CH2:14][CH2:15]2)[C:41](=[O:42])[CH2:40][C:37]2[CH:38]=[CH:39][C:34]([O:33][CH3:32])=[CH:35][CH:36]=2)[CH:5]=[CH:6][CH:7]=1, predict the reactants needed to synthesize it. The reactants are: [Br:1][C:2]1[CH:3]=[C:4]([CH2:8][NH:9][CH:10]2[CH2:15][CH2:14][N:13]([C:16]([O:18][C:19]([CH3:22])([CH3:21])[CH3:20])=[O:17])[CH2:12][CH2:11]2)[CH:5]=[CH:6][CH:7]=1.C(N(C(C)C)CC)(C)C.[CH3:32][O:33][C:34]1[CH:39]=[CH:38][C:37]([CH2:40][C:41](Cl)=[O:42])=[CH:36][CH:35]=1.O. (5) Given the product [C:30]([O:34][C:35]([N:37]1[CH2:41][CH2:40][CH:39]([NH:42][C:19]([C:14]2[N:15]([CH3:18])[N:16]=[CH:17][C:13]=2[NH:12][C:10]([C:8]2[C:7]([NH:22][C:23]3[CH:28]=[N:27][CH:26]=[N:25][CH:24]=3)=[N:6][CH:5]=[C:4]([CH:1]3[CH2:3][CH2:2]3)[N:9]=2)=[O:11])=[O:21])[CH2:38]1)=[O:36])([CH3:33])([CH3:31])[CH3:32], predict the reactants needed to synthesize it. The reactants are: [CH:1]1([C:4]2[N:9]=[C:8]([C:10]([NH:12][C:13]3[CH:17]=[N:16][N:15]([CH3:18])[C:14]=3[C:19]([OH:21])=O)=[O:11])[C:7]([NH:22][C:23]3[CH:24]=[N:25][CH:26]=[N:27][CH:28]=3)=[N:6][CH:5]=2)[CH2:3][CH2:2]1.Cl.[C:30]([O:34][C:35]([N:37]1[CH2:41][CH2:40][CH:39]([NH2:42])[CH2:38]1)=[O:36])([CH3:33])([CH3:32])[CH3:31].